Dataset: Forward reaction prediction with 1.9M reactions from USPTO patents (1976-2016). Task: Predict the product of the given reaction. (1) Given the reactants F[B-](F)(F)F.C[N+:7](C)=C(N(C)C)ON1C2C=CC=CC=2N=N1.C(N(CC)C(C)C)(C)C.[C:32]([C:34]1[CH:39]=[CH:38][C:37]([CH:40]2[C:49]3[C:48](=[O:50])[CH2:47][CH:46]([C:51]([OH:53])=O)[CH2:45][C:44]=3[N:43]([C:54]3[CH:59]=[CH:58][CH:57]=[C:56]([C:60]([F:63])([F:62])[F:61])[CH:55]=3)[C:42](=[O:64])[NH:41]2)=[CH:36][CH:35]=1)#[N:33].N, predict the reaction product. The product is: [C:32]([C:34]1[CH:35]=[CH:36][C:37]([CH:40]2[C:49]3[C:48](=[O:50])[CH2:47][CH:46]([C:51]([NH2:7])=[O:53])[CH2:45][C:44]=3[N:43]([C:54]3[CH:59]=[CH:58][CH:57]=[C:56]([C:60]([F:63])([F:62])[F:61])[CH:55]=3)[C:42](=[O:64])[NH:41]2)=[CH:38][CH:39]=1)#[N:33]. (2) Given the reactants CC1(C)C(C)(C)OB([C:9]2[CH:17]=[CH:16][CH:15]=[C:14]3[C:10]=2[CH:11]=[CH:12][NH:13]3)O1.N1[C:27]2[CH:26]=[CH:25][CH:24]=[C:23](B([O-])[O-])[C:22]=2C=C1.BrC1C=CC=CC=1.[OH-].[Na+], predict the reaction product. The product is: [C:22]1([C:9]2[CH:17]=[CH:16][CH:15]=[C:14]3[C:10]=2[CH:11]=[CH:12][NH:13]3)[CH:23]=[CH:24][CH:25]=[CH:26][CH:27]=1. (3) Given the reactants Cl[C:2]1[N:9]=[C:8]([C:10]2[CH:15]=[CH:14][CH:13]=[CH:12][CH:11]=2)[CH:7]=[C:6]([CH3:16])[C:3]=1[C:4]#[N:5].[CH3:17][O-:18].[Na+].O.Cl, predict the reaction product. The product is: [CH3:17][O:18][C:2]1[N:9]=[C:8]([C:10]2[CH:15]=[CH:14][CH:13]=[CH:12][CH:11]=2)[CH:7]=[C:6]([CH3:16])[C:3]=1[C:4]#[N:5]. (4) Given the reactants [C:1]([N:4]1[CH2:9][CH2:8][C@H:7]([NH:10][C:11](=[O:20])[O:12][CH2:13][C:14]2[CH:19]=[CH:18][CH:17]=[CH:16][CH:15]=2)[C@H:6]([O:21][CH3:22])[CH2:5]1)(=[O:3])[NH2:2].Br[CH:24]([CH3:34])[C:25](=O)[C:26]([O:28][CH2:29][CH2:30]CC)=[O:27].C(=O)(O)[O-].[Na+], predict the reaction product. The product is: [CH2:13]([O:12][C:11]([NH:10][C@H:7]1[CH2:8][CH2:9][N:4]([C:1]2[O:3][C:24]([CH3:34])=[C:25]([C:26]([O:28][CH2:29][CH3:30])=[O:27])[N:2]=2)[CH2:5][C@H:6]1[O:21][CH3:22])=[O:20])[C:14]1[CH:15]=[CH:16][CH:17]=[CH:18][CH:19]=1. (5) The product is: [CH3:1][C:2]1[CH:11]=[N:10][C:9]2[C:4](=[C:5]([C:14]#[N:15])[CH:6]=[CH:7][CH:8]=2)[N:3]=1. Given the reactants [CH3:1][C:2]1[CH:11]=[N:10][C:9]2[C:4](=[C:5](I)[CH:6]=[CH:7][CH:8]=2)[N:3]=1.O.[CH3:14][N:15](C=O)C, predict the reaction product. (6) Given the reactants [O:1]1[C:7]2[CH:8]=[C:9]([C:12]([O:14][CH3:15])=[O:13])[CH:10]=[CH:11][C:6]=2[CH2:5][NH:4][CH2:3][CH2:2]1.CCN(CC)CC.[CH3:23][O:24][C:25]1[CH:30]=[CH:29][C:28]([S:31](Cl)(=[O:33])=[O:32])=[CH:27][CH:26]=1, predict the reaction product. The product is: [CH3:23][O:24][C:25]1[CH:26]=[CH:27][C:28]([S:31]([N:4]2[CH2:5][C:6]3[CH:11]=[CH:10][C:9]([C:12]([O:14][CH3:15])=[O:13])=[CH:8][C:7]=3[O:1][CH2:2][CH2:3]2)(=[O:33])=[O:32])=[CH:29][CH:30]=1. (7) Given the reactants [Cl:1][C:2]1[N:7]=[CH:6][C:5]([C:8](Cl)=[O:9])=[CH:4][CH:3]=1.Cl.CN.[CH2:14]([N:16](CC)CC)C, predict the reaction product. The product is: [Cl:1][C:2]1[N:7]=[CH:6][C:5]([C:8]([NH:16][CH3:14])=[O:9])=[CH:4][CH:3]=1.